From a dataset of Reaction yield outcomes from USPTO patents with 853,638 reactions. Predict the reaction yield, written as a fraction of the theoretical maximum amount of product (1.0 means a 100% yield; for example, 0.34 means a 34% yield). (1) The reactants are [F:1][C:2]([F:37])([F:36])[C:3]1[CH:4]=[CH:5][C:6]2[O:10][C:9]([S:11][CH2:12][CH2:13][N:14]3[CH2:19][CH2:18][N:17]([CH2:20][C:21]([NH:23][C:24]4[C:25]([S:33][CH3:34])=[N:26][C:27]([CH3:32])=[CH:28][C:29]=4[S:30][CH3:31])=[O:22])[CH2:16][CH2:15]3)=[N:8][C:7]=2[CH:35]=1.[ClH:38].N1C=CC=CC=1. The catalyst is C(O)C. The product is [ClH:38].[F:36][C:2]([F:1])([F:37])[C:3]1[CH:4]=[CH:5][C:6]2[O:10][C:9]([S:11][CH2:12][CH2:13][N:14]3[CH2:19][CH2:18][N:17]([CH2:20][C:21]([NH:23][C:24]4[C:25]([S:33][CH3:34])=[N:26][C:27]([CH3:32])=[CH:28][C:29]=4[S:30][CH3:31])=[O:22])[CH2:16][CH2:15]3)=[N:8][C:7]=2[CH:35]=1. The yield is 0.850. (2) The reactants are [Cl:1][C:2]1[CH:7]=[CH:6][C:5]([O:8][C:9]2[CH:14]=[CH:13]C(CCNC)=[CH:11][CH:10]=2)=[CH:4][C:3]=1[C:19]([F:22])([F:21])[F:20].[CH3:23]CN(C(C)C)C(C)C.[N:32]1([C:37](=[NH:39])[NH2:38])[CH:36]=[CH:35][CH:34]=N1. The catalyst is CN(C=O)C. The product is [Cl:1][C:2]1[CH:7]=[CH:6][C:5]([O:8][C:9]2[CH:14]=[CH:13][C:34]([CH2:35][CH2:36][N:32]([CH3:23])[C:37]([NH2:38])=[NH:39])=[CH:11][CH:10]=2)=[CH:4][C:3]=1[C:19]([F:20])([F:21])[F:22]. The yield is 0.930. (3) The reactants are [Br:1][CH:2]([CH3:6])[C:3](Cl)=[O:4].[NH:7]1[C:15]2[C:10](=[CH:11][CH:12]=[CH:13][C:14]=2[CH2:16][NH2:17])[CH:9]=[CH:8]1.C(N(CC)CC)C. The catalyst is O1CCCC1. The product is [NH:7]1[C:15]2[C:10](=[CH:11][CH:12]=[CH:13][C:14]=2[CH2:16][NH:17][C:3](=[O:4])[CH:2]([Br:1])[CH3:6])[CH:9]=[CH:8]1. The yield is 0.460.